This data is from NCI-60 drug combinations with 297,098 pairs across 59 cell lines. The task is: Regression. Given two drug SMILES strings and cell line genomic features, predict the synergy score measuring deviation from expected non-interaction effect. Drug 1: C1=NC2=C(N1)C(=S)N=C(N2)N. Drug 2: CC=C1C(=O)NC(C(=O)OC2CC(=O)NC(C(=O)NC(CSSCCC=C2)C(=O)N1)C(C)C)C(C)C. Cell line: KM12. Synergy scores: CSS=81.8, Synergy_ZIP=-8.02, Synergy_Bliss=-7.98, Synergy_Loewe=-6.57, Synergy_HSA=-3.44.